This data is from Catalyst prediction with 721,799 reactions and 888 catalyst types from USPTO. The task is: Predict which catalyst facilitates the given reaction. (1) Reactant: [C:1]1([N:7]2[CH:11]=[CH:10][CH:9]=[N:8]2)[CH:6]=[CH:5][CH:4]=[CH:3][CH:2]=1.C([Li])CCC.CCCCCC.[CH3:23][O:24][CH2:25][CH:26]1[CH2:28][O:27]1.Cl. Product: [CH3:23][O:24][CH2:25][CH:26]([OH:27])[CH2:28][C:11]1[N:7]([C:1]2[CH:2]=[CH:3][CH:4]=[CH:5][CH:6]=2)[N:8]=[CH:9][CH:10]=1. The catalyst class is: 1. (2) Reactant: [CH2:1]([OH:5])[CH2:2][CH2:3][CH3:4].[H-].[Na+].Cl[C:9]1[C:14]([C:15]#[N:16])=[CH:13][CH:12]=[CH:11][N:10]=1.O. Product: [CH2:1]([O:5][C:9]1[N:10]=[CH:11][CH:12]=[CH:13][C:14]=1[C:15]#[N:16])[CH2:2][CH2:3][CH3:4]. The catalyst class is: 16.